Dataset: Full USPTO retrosynthesis dataset with 1.9M reactions from patents (1976-2016). Task: Predict the reactants needed to synthesize the given product. (1) Given the product [C:8]([C:4]1[CH:3]=[C:2]([O:16][C:17]2[CH:18]=[CH:19][C:20]([CH2:23][CH2:24][C:25]([OH:27])=[O:26])=[CH:21][CH:22]=2)[CH:7]=[CH:6][N:5]=1)#[N:9], predict the reactants needed to synthesize it. The reactants are: Cl[C:2]1[CH:7]=[CH:6][N:5]=[C:4]([C:8]#[N:9])[CH:3]=1.C(=O)([O-])[O-].[Cs+].[Cs+].[OH:16][C:17]1[CH:22]=[CH:21][C:20]([CH2:23][CH2:24][C:25]([OH:27])=[O:26])=[CH:19][CH:18]=1. (2) Given the product [Br:1][C:2]1[C:3]([Cl:23])=[CH:4][C:5]([O:21][CH3:22])=[C:6]([CH:20]=1)[CH2:7][N:8]([CH2:9][C:10]1[CH:15]=[CH:14][C:13]([O:16][CH3:17])=[CH:12][C:11]=1[O:18][CH3:19])[C:37]([CH:34]1[CH2:35][CH2:36][N:31]([C:29]([O:28][C:24]([CH3:27])([CH3:26])[CH3:25])=[O:30])[CH2:32][CH2:33]1)=[O:38], predict the reactants needed to synthesize it. The reactants are: [Br:1][C:2]1[C:3]([Cl:23])=[CH:4][C:5]([O:21][CH3:22])=[C:6]([CH:20]=1)[CH2:7][NH:8][CH2:9][C:10]1[CH:15]=[CH:14][C:13]([O:16][CH3:17])=[CH:12][C:11]=1[O:18][CH3:19].[C:24]([O:28][C:29]([N:31]1[CH2:36][CH2:35][CH:34]([C:37](O)=[O:38])[CH2:33][CH2:32]1)=[O:30])([CH3:27])([CH3:26])[CH3:25].CN(C(ON1N=NC2C=CC=NC1=2)=[N+](C)C)C.F[P-](F)(F)(F)(F)F.CCN(CC)CC. (3) Given the product [CH3:3][N:4]1[C:8]([C:9]2[CH:14]=[CH:13][N:12]=[C:11]([NH:15][C:16]3[CH:21]=[CH:20][C:19]([NH2:22])=[CH:18][CH:17]=3)[N:10]=2)=[CH:7][N:6]=[C:5]1[CH3:26], predict the reactants needed to synthesize it. The reactants are: [OH-].[Na+].[CH3:3][N:4]1[C:8]([C:9]2[CH:14]=[CH:13][N:12]=[C:11]([NH:15][C:16]3[CH:21]=[CH:20][C:19]([NH:22]C(=O)C)=[CH:18][CH:17]=3)[N:10]=2)=[CH:7][N:6]=[C:5]1[CH3:26]. (4) Given the product [Cl:2][C:3]1[CH:8]=[CH:7][CH:6]=[CH:5][C:4]=1[O:9][CH2:14][CH2:13][CH2:12][C:11]([OH:15])=[O:10], predict the reactants needed to synthesize it. The reactants are: [Na].[Cl:2][C:3]1[CH:8]=[CH:7][CH:6]=[CH:5][C:4]=1[OH:9].[O:10]1[CH2:14][CH2:13][CH2:12][C:11]1=[O:15]. (5) Given the product [NH2:32][C:28]1[CH:27]=[C:26]([CH:31]=[CH:30][CH:29]=1)[O:25][C:18]1[C:19]2[S:24][CH:23]=[CH:22][C:20]=2[N:21]=[C:16]([NH:15][C:12]2[CH:11]=[CH:10][C:9]([N:6]3[CH2:5][CH2:4][N:3]([CH3:2])[CH2:8][CH2:7]3)=[CH:14][CH:13]=2)[N:17]=1, predict the reactants needed to synthesize it. The reactants are: Cl.[CH3:2][N:3]1[CH2:8][CH2:7][N:6]([C:9]2[CH:14]=[CH:13][C:12]([NH:15][C:16]3[N:17]=[C:18]([O:25][C:26]4[CH:31]=[CH:30][CH:29]=[C:28]([N+:32]([O-])=O)[CH:27]=4)[C:19]4[S:24][CH:23]=[CH:22][C:20]=4[N:21]=3)=[CH:11][CH:10]=2)[CH2:5][CH2:4]1.